From a dataset of Catalyst prediction with 721,799 reactions and 888 catalyst types from USPTO. Predict which catalyst facilitates the given reaction. (1) The catalyst class is: 2. Product: [F:37][CH2:24][C:21]1[CH:22]=[CH:23][C:18]([O:17][CH2:16][C:2]([OH:1])([CH3:26])[C:3]([NH:5][C:6]2[CH:11]=[CH:10][C:9]([N+:12]([O-:14])=[O:13])=[C:8]([CH3:15])[CH:7]=2)=[O:4])=[CH:19][CH:20]=1. Reactant: [OH:1][C:2]([CH3:26])([CH2:16][O:17][C:18]1[CH:23]=[CH:22][C:21]([CH2:24]O)=[CH:20][CH:19]=1)[C:3]([NH:5][C:6]1[CH:11]=[CH:10][C:9]([N+:12]([O-:14])=[O:13])=[C:8]([CH3:15])[CH:7]=1)=[O:4].COCCN(S(F)(F)[F:37])CCOC.C([O-])(O)=O.[Na+]. (2) Reactant: [NH2:1][C:2]([NH2:29])=[N:3][C:4]([C:6]1[CH:10]=[C:9]([C:11]2[CH:16]=[CH:15][CH:14]=[CH:13][C:12]=2[O:17]C)[N:8]([CH2:19][CH2:20][C:21]2[CH:26]=[CH:25][C:24]([F:27])=[CH:23][CH:22]=2)[C:7]=1[CH3:28])=[O:5].[Cl:30]CCl.B(Br)(Br)Br.C(=O)(O)[O-].[Na+]. Product: [ClH:30].[NH2:29][C:2]([NH2:1])=[N:3][C:4]([C:6]1[CH:10]=[C:9]([C:11]2[CH:16]=[CH:15][CH:14]=[CH:13][C:12]=2[OH:17])[N:8]([CH2:19][CH2:20][C:21]2[CH:22]=[CH:23][C:24]([F:27])=[CH:25][CH:26]=2)[C:7]=1[CH3:28])=[O:5]. The catalyst class is: 4.